Dataset: Forward reaction prediction with 1.9M reactions from USPTO patents (1976-2016). Task: Predict the product of the given reaction. Given the reactants [O:1]([C:13]1[C:17]([CH2:18][C:19]2[CH:24]=[CH:23][C:22](/[CH:25]=[CH:26]/[CH2:27][CH2:28][N:29]3[CH2:34][CH2:33][CH2:32][C:31]4([CH2:39][CH2:38][NH:37][CH2:36][CH2:35]4)[CH2:30]3)=[CH:21][C:20]=2[CH3:40])=[C:16]([CH:41]([CH3:43])[CH3:42])[NH:15][N:14]=1)[C@@H:2]1[O:10][C@H:9]([CH2:11][OH:12])[C@@H:7]([OH:8])[C@H:5]([OH:6])[C@H:3]1[OH:4].C(OCC)(=O)C, predict the reaction product. The product is: [C:2]([OH:10])(=[O:1])[CH3:3].[O:1]([C:13]1[C:17]([CH2:18][C:19]2[CH:24]=[CH:23][C:22](/[CH:25]=[CH:26]/[CH2:27][CH2:28][N:29]3[CH2:34][CH2:33][CH2:32][C:31]4([CH2:35][CH2:36][NH:37][CH2:38][CH2:39]4)[CH2:30]3)=[CH:21][C:20]=2[CH3:40])=[C:16]([CH:41]([CH3:43])[CH3:42])[NH:15][N:14]=1)[C@@H:2]1[O:10][C@H:9]([CH2:11][OH:12])[C@@H:7]([OH:8])[C@H:5]([OH:6])[C@H:3]1[OH:4].